Dataset: Reaction yield outcomes from USPTO patents with 853,638 reactions. Task: Predict the reaction yield, written as a fraction of the theoretical maximum amount of product (1.0 means a 100% yield; for example, 0.34 means a 34% yield). (1) The yield is 0.492. The product is [CH2:1]([N:5]([CH2:13][C:14](=[O:35])[CH:15]=[CH2:36])[C:6](=[O:12])[O:7][C:8]([CH3:9])([CH3:10])[CH3:11])[CH2:2][CH:3]=[CH2:4]. The catalyst is C1COCC1. The reactants are [CH2:1]([N:5]([CH2:13][C:14](=[O:35])[CH:15]=P(C1C=CC=CC=1)(C1C=CC=CC=1)C1C=CC=CC=1)[C:6](=[O:12])[O:7][C:8]([CH3:11])([CH3:10])[CH3:9])[CH2:2][CH:3]=[CH2:4].[CH2:36]=O. (2) The reactants are Br[C:2]1[C:10]2[C:5](=[CH:6][C:7]([F:11])=[CH:8][CH:9]=2)[N:4]([C:12]([O:14][C:15]([CH3:18])([CH3:17])[CH3:16])=[O:13])[CH:3]=1.[CH3:19][C:20]1([CH3:36])[C:24]([CH3:26])([CH3:25])[O:23][B:22]([B:22]2[O:23][C:24]([CH3:26])([CH3:25])[C:20]([CH3:36])([CH3:19])[O:21]2)[O:21]1.CC([O-])=O.[K+]. The catalyst is O1CCOCC1.C1C=CC(P(C2C=CC=CC=2)[C-]2C=CC=C2)=CC=1.C1C=CC(P(C2C=CC=CC=2)[C-]2C=CC=C2)=CC=1.Cl[Pd]Cl.[Fe+2]. The product is [F:11][C:7]1[CH:6]=[C:5]2[C:10]([C:2]([B:22]3[O:23][C:24]([CH3:26])([CH3:25])[C:20]([CH3:36])([CH3:19])[O:21]3)=[CH:3][N:4]2[C:12]([O:14][C:15]([CH3:18])([CH3:17])[CH3:16])=[O:13])=[CH:9][CH:8]=1. The yield is 0.500.